From a dataset of Catalyst prediction with 721,799 reactions and 888 catalyst types from USPTO. Predict which catalyst facilitates the given reaction. (1) Reactant: [C:1]([O:5][C:6]([N:8]1[CH2:13][CH2:12][CH2:11][C@@H:10]([O:14][C:15]2[CH:16]=[N:17][CH:18]=[C:19]([CH:24]=2)[C:20]([O:22]C)=[O:21])[CH2:9]1)=[O:7])([CH3:4])([CH3:3])[CH3:2].[OH-].[Na+]. Product: [C:1]([O:5][C:6]([N:8]1[CH2:13][CH2:12][CH2:11][C@@H:10]([O:14][C:15]2[CH:16]=[N:17][CH:18]=[C:19]([CH:24]=2)[C:20]([OH:22])=[O:21])[CH2:9]1)=[O:7])([CH3:4])([CH3:2])[CH3:3]. The catalyst class is: 1. (2) Reactant: Cl[C:2]1[CH:3]=[C:4]([C:14]([NH:16][CH2:17][C:18]2[C:19](=[O:26])[NH:20][C:21]([CH3:25])=[CH:22][C:23]=2[CH3:24])=[O:15])[C:5]2[CH:10]=[N:9][N:8]([CH:11]([CH3:13])[CH3:12])[C:6]=2[N:7]=1.[N:27]1[CH:32]=[CH:31][C:30]([NH2:33])=[CH:29][CH:28]=1.C(=O)([O-])[O-].[Cs+].[Cs+].C1C=CC(P(C2C(C3C(P(C4C=CC=CC=4)C4C=CC=CC=4)=CC=C4C=3C=CC=C4)=C3C(C=CC=C3)=CC=2)C2C=CC=CC=2)=CC=1. Product: [CH3:24][C:23]1[CH:22]=[C:21]([CH3:25])[NH:20][C:19](=[O:26])[C:18]=1[CH2:17][NH:16][C:14]([C:4]1[C:5]2[CH:10]=[N:9][N:8]([CH:11]([CH3:13])[CH3:12])[C:6]=2[N:7]=[C:2]([NH:33][C:30]2[CH:31]=[CH:32][N:27]=[CH:28][CH:29]=2)[CH:3]=1)=[O:15]. The catalyst class is: 584. (3) Reactant: [NH:1]1[CH:5]=[C:4]([C:6]2[S:10][CH:9]=[C:8]([C:11]([OH:13])=O)[CH:7]=2)[CH:3]=[N:2]1.Cl.[CH3:15][C:16]1([CH3:22])[CH2:21][CH2:20][NH:19][CH2:18][CH2:17]1.CCN(C(C)C)C(C)C.CN(C(ON1N=NC2C=CC=NC1=2)=[N+](C)C)C.F[P-](F)(F)(F)(F)F. Product: [CH3:15][C:16]1([CH3:22])[CH2:21][CH2:20][N:19]([C:11]([C:8]2[CH:7]=[C:6]([C:4]3[CH:5]=[N:1][NH:2][CH:3]=3)[S:10][CH:9]=2)=[O:13])[CH2:18][CH2:17]1. The catalyst class is: 3. (4) Reactant: C([O:3][C:4](=[O:25])[CH:5]([C:7]1[CH:12]=[C:11]([C:13]([F:16])([F:15])[F:14])[CH:10]=[C:9]([O:17][CH2:18][C:19]2[CH:24]=[CH:23][CH:22]=[CH:21][CH:20]=2)[CH:8]=1)[CH3:6])C.CO.[Li+].[OH-].Cl. Product: [CH2:18]([O:17][C:9]1[CH:8]=[C:7]([CH:5]([CH3:6])[C:4]([OH:25])=[O:3])[CH:12]=[C:11]([C:13]([F:15])([F:16])[F:14])[CH:10]=1)[C:19]1[CH:20]=[CH:21][CH:22]=[CH:23][CH:24]=1. The catalyst class is: 90. (5) Reactant: [C:1]([CH2:3][CH2:4][N:5]([CH2:21][CH2:22][C:23]#[N:24])[CH2:6][CH2:7][CH2:8][CH2:9][CH2:10][CH2:11][N:12]([CH2:17][CH2:18][C:19]#[N:20])[CH2:13][CH2:14][C:15]#[N:16])#[N:2].CCO.C1COCC1. Product: [NH2:16][CH2:15][CH2:14][CH2:13][N:12]([CH2:17][CH2:18][CH2:19][NH2:20])[CH2:11][CH2:10][CH2:9][CH2:8][CH2:7][CH2:6][N:5]([CH2:4][CH2:3][CH2:1][NH2:2])[CH2:21][CH2:22][CH2:23][NH2:24]. The catalyst class is: 801. (6) Reactant: [CH3:1][S:2][C:3]1[CH:4]=[C:5](/[CH:9]=[CH:10]/[C:11]([O:13][CH3:14])=[O:12])[CH:6]=[CH:7][CH:8]=1.CO. Product: [CH3:1][S:2][C:3]1[CH:4]=[C:5]([CH2:9][CH2:10][C:11]([O:13][CH3:14])=[O:12])[CH:6]=[CH:7][CH:8]=1. The catalyst class is: 331. (7) Reactant: C([SiH2][O:6][C:7](C1C=CC=CC=1)(C1C=CC=CC=1)[CH:8]1[O:12][CH:11]([N:13]2[CH:18]=[CH:17][C:16](=[O:19])[NH:15][C:14]2=[O:20])[CH:10]([O:21][C:22](=[O:29])[C:23]2[CH:28]=[CH:27][CH:26]=[CH:25][CH:24]=2)[CH2:9]1)(C)(C)C.[F-].C([N+](CCCC)(CCCC)CCCC)CCC. Product: [O:20]=[C:14]1[NH:15][C:16](=[O:19])[CH:17]=[CH:18][N:13]1[CH:11]1[CH:10]([O:21][C:22](=[O:29])[C:23]2[CH:24]=[CH:25][CH:26]=[CH:27][CH:28]=2)[CH2:9][CH:8]([CH2:7][OH:6])[O:12]1. The catalyst class is: 1.